Dataset: NCI-60 drug combinations with 297,098 pairs across 59 cell lines. Task: Regression. Given two drug SMILES strings and cell line genomic features, predict the synergy score measuring deviation from expected non-interaction effect. (1) Drug 1: CN(CC1=CN=C2C(=N1)C(=NC(=N2)N)N)C3=CC=C(C=C3)C(=O)NC(CCC(=O)O)C(=O)O. Drug 2: CCC(=C(C1=CC=CC=C1)C2=CC=C(C=C2)OCCN(C)C)C3=CC=CC=C3.C(C(=O)O)C(CC(=O)O)(C(=O)O)O. Cell line: COLO 205. Synergy scores: CSS=16.7, Synergy_ZIP=1.74, Synergy_Bliss=0.813, Synergy_Loewe=-28.1, Synergy_HSA=-1.58. (2) Drug 1: CNC(=O)C1=CC=CC=C1SC2=CC3=C(C=C2)C(=NN3)C=CC4=CC=CC=N4. Drug 2: C1CC(C1)(C(=O)O)C(=O)O.[NH2-].[NH2-].[Pt+2]. Cell line: MOLT-4. Synergy scores: CSS=64.0, Synergy_ZIP=2.41, Synergy_Bliss=2.33, Synergy_Loewe=4.42, Synergy_HSA=5.91. (3) Drug 1: C1=NC2=C(N1)C(=S)N=C(N2)N. Drug 2: CC12CCC3C(C1CCC2OP(=O)(O)O)CCC4=C3C=CC(=C4)OC(=O)N(CCCl)CCCl.[Na+]. Cell line: A498. Synergy scores: CSS=13.8, Synergy_ZIP=-3.71, Synergy_Bliss=-1.26, Synergy_Loewe=-8.04, Synergy_HSA=-1.48. (4) Drug 1: CC1CCC2CC(C(=CC=CC=CC(CC(C(=O)C(C(C(=CC(C(=O)CC(OC(=O)C3CCCCN3C(=O)C(=O)C1(O2)O)C(C)CC4CCC(C(C4)OC)O)C)C)O)OC)C)C)C)OC. Drug 2: COCCOC1=C(C=C2C(=C1)C(=NC=N2)NC3=CC=CC(=C3)C#C)OCCOC.Cl. Cell line: A498. Synergy scores: CSS=28.3, Synergy_ZIP=-6.13, Synergy_Bliss=-2.03, Synergy_Loewe=2.00, Synergy_HSA=2.73. (5) Drug 1: CC1C(C(=O)NC(C(=O)N2CCCC2C(=O)N(CC(=O)N(C(C(=O)O1)C(C)C)C)C)C(C)C)NC(=O)C3=C4C(=C(C=C3)C)OC5=C(C(=O)C(=C(C5=N4)C(=O)NC6C(OC(=O)C(N(C(=O)CN(C(=O)C7CCCN7C(=O)C(NC6=O)C(C)C)C)C)C(C)C)C)N)C. Drug 2: C1=NNC2=C1C(=O)NC=N2. Cell line: KM12. Synergy scores: CSS=13.5, Synergy_ZIP=-3.76, Synergy_Bliss=-2.45, Synergy_Loewe=-1.52, Synergy_HSA=-0.854.